Dataset: Catalyst prediction with 721,799 reactions and 888 catalyst types from USPTO. Task: Predict which catalyst facilitates the given reaction. (1) Reactant: [CH2:1]([C:3]1[CH:8]=[CH:7][CH:6]=[C:5]([O:9]C)[N:4]=1)[CH3:2].Br.C([O-])(O)=O.[Na+]. Product: [CH2:1]([C:3]1[CH:8]=[CH:7][CH:6]=[C:5]([OH:9])[N:4]=1)[CH3:2]. The catalyst class is: 52. (2) Reactant: Cl[C:2]1[N:7]=[C:6]([C:8]2[N:12]3[CH:13]=[CH:14][CH:15]=[CH:16][C:11]3=[N:10][CH:9]=2)[CH:5]=[CH:4][N:3]=1.[NH2:17][CH:18]1[CH2:23][CH2:22][CH:21]([NH:24][S:25]([CH3:28])(=[O:27])=[O:26])[CH2:20][CH2:19]1. Product: [N:10]1[CH:9]=[C:8]([C:6]2[CH:5]=[CH:4][N:3]=[C:2]([NH:17][CH:18]3[CH2:23][CH2:22][CH:21]([NH:24][S:25]([CH3:28])(=[O:27])=[O:26])[CH2:20][CH2:19]3)[N:7]=2)[N:12]2[CH:13]=[CH:14][CH:15]=[CH:16][C:11]=12. The catalyst class is: 179.